From a dataset of Full USPTO retrosynthesis dataset with 1.9M reactions from patents (1976-2016). Predict the reactants needed to synthesize the given product. Given the product [CH:31]([NH:32][C:19](=[O:21])[C:18]1[CH:22]=[CH:23][C:15]([O:14][CH2:13][C:3]2[C:4]([C:7]3[CH:12]=[CH:11][N:10]=[CH:9][N:8]=3)=[N:5][O:6][C:2]=2[CH3:1])=[N:16][CH:17]=1)([CH3:35])[CH3:27], predict the reactants needed to synthesize it. The reactants are: [CH3:1][C:2]1[O:6][N:5]=[C:4]([C:7]2[CH:12]=[CH:11][N:10]=[CH:9][N:8]=2)[C:3]=1[CH2:13][O:14][C:15]1[CH:23]=[CH:22][C:18]([C:19]([OH:21])=O)=[CH:17][N:16]=1.ClC1C=[C:27]([C:31]2[C:35](COC3C=CC(C(O)=O)=CN=3)=C(C)O[N:32]=2)C=CC=1.C(N)(C)C.